From a dataset of Full USPTO retrosynthesis dataset with 1.9M reactions from patents (1976-2016). Predict the reactants needed to synthesize the given product. (1) Given the product [CH3:1][O:2][C:3]1[CH:4]=[CH:5][C:6]2[O:10][CH:9]=[C:8]([CH2:11][CH:12]([N:19]3[CH2:20][CH2:21][N:16]([C:22]4[CH:23]=[CH:24][CH:25]=[C:26]5[C:31]=4[N:30]=[CH:29][CH:28]=[CH:27]5)[CH2:17][CH2:18]3)[CH3:14])[C:7]=2[CH:15]=1, predict the reactants needed to synthesize it. The reactants are: [CH3:1][O:2][C:3]1[CH:4]=[CH:5][C:6]2[O:10][CH:9]=[C:8]([CH2:11][C:12]([CH3:14])=O)[C:7]=2[CH:15]=1.[N:16]1([C:22]2[CH:23]=[CH:24][CH:25]=[C:26]3[C:31]=2[N:30]=[CH:29][CH:28]=[CH:27]3)[CH2:21][CH2:20][NH:19][CH2:18][CH2:17]1.C(O[BH-](OC(=O)C)OC(=O)C)(=O)C.[Na+].C([O-])(O)=O.[Na+]. (2) Given the product [CH2:1]([N:8]([CH2:17][C:18]1[CH:19]=[CH:20][CH:21]=[CH:22][CH:23]=1)[C:9]1[CH:10]=[CH:11][C:12]([CH2:15][N:25]([CH3:24])[CH2:26][CH2:27][OH:28])=[N:13][CH:14]=1)[C:2]1[CH:7]=[CH:6][CH:5]=[CH:4][CH:3]=1, predict the reactants needed to synthesize it. The reactants are: [CH2:1]([N:8]([CH2:17][C:18]1[CH:23]=[CH:22][CH:21]=[CH:20][CH:19]=1)[C:9]1[CH:10]=[CH:11][C:12]([CH:15]=O)=[N:13][CH:14]=1)[C:2]1[CH:7]=[CH:6][CH:5]=[CH:4][CH:3]=1.[CH3:24][NH:25][CH2:26][CH2:27][OH:28].C(O[BH-](OC(=O)C)OC(=O)C)(=O)C.[Na+].C([O-])(O)=O.[Na+]. (3) Given the product [Cl:27][C:19]1[N:20]=[C:21]2[CH:26]=[CH:25][CH:24]=[CH:23][N:22]2[C:18]=1[CH2:17][S:8][C:6]1[N:5]=[C:4]([OH:9])[CH:3]=[C:2]([CH3:1])[N:7]=1, predict the reactants needed to synthesize it. The reactants are: [CH3:1][C:2]1[N:7]=[C:6]([SH:8])[N:5]=[C:4]([OH:9])[CH:3]=1.C(=O)([O-])[O-].[K+].[K+].Br[CH2:17][C:18]1[N:22]2[CH:23]=[CH:24][CH:25]=[CH:26][C:21]2=[N:20][C:19]=1[Cl:27]. (4) Given the product [NH2:23][CH2:22][CH2:21][N:2]1[CH:3]=[CH:4][C:5]([C:6]2[CH:7]=[C:8]([C:14]#[N:15])[C:9](=[CH:12][CH:13]=2)[C:10]#[N:11])=[N:1]1, predict the reactants needed to synthesize it. The reactants are: [NH:1]1[C:5]([C:6]2[CH:7]=[C:8]([C:14]#[N:15])[C:9](=[CH:12][CH:13]=2)[C:10]#[N:11])=[CH:4][CH:3]=[N:2]1.CS(O[CH2:21][CH2:22][NH:23]C(OC(C)(C)C)=O)(=O)=O.